Dataset: Forward reaction prediction with 1.9M reactions from USPTO patents (1976-2016). Task: Predict the product of the given reaction. (1) The product is: [Br-:20].[CH3:27][Si:26]([CH3:29])([CH3:28])[C:25]#[C:24][CH:23]=[CH:22][CH2:21][P+:7]([C:1]1[CH:2]=[CH:3][CH:4]=[CH:5][CH:6]=1)([C:8]1[CH:13]=[CH:12][CH:11]=[CH:10][CH:9]=1)[C:14]1[CH:15]=[CH:16][CH:17]=[CH:18][CH:19]=1. Given the reactants [C:1]1([P:7]([C:14]2[CH:19]=[CH:18][CH:17]=[CH:16][CH:15]=2)[C:8]2[CH:13]=[CH:12][CH:11]=[CH:10][CH:9]=2)[CH:6]=[CH:5][CH:4]=[CH:3][CH:2]=1.[Br:20][CH2:21][CH:22]=[CH:23][C:24]#[C:25][Si:26]([CH3:29])([CH3:28])[CH3:27], predict the reaction product. (2) Given the reactants [Cl:1][C:2]1[CH:3]=[C:4]([CH:7]=[C:8]([O:10][C:11]2[C:19]3[N:18]=[N:17][NH:16][C:15]=3[CH:14]=[CH:13][C:12]=2[Cl:20])[CH:9]=1)[C:5]#[N:6].C(=O)([O-])[O-].[Cs+].[Cs+].Cl[CH2:28][C:29]1[O:30][C:31]([C:34]2[CH:39]=[CH:38][CH:37]=[CH:36][CH:35]=2)=[N:32][N:33]=1, predict the reaction product. The product is: [Cl:1][C:2]1[CH:3]=[C:4]([CH:7]=[C:8]([O:10][C:11]2[C:19]3[C:15](=[N:16][N:17]([CH2:28][C:29]4[O:30][C:31]([C:34]5[CH:35]=[CH:36][CH:37]=[CH:38][CH:39]=5)=[N:32][N:33]=4)[N:18]=3)[CH:14]=[CH:13][C:12]=2[Cl:20])[CH:9]=1)[C:5]#[N:6]. (3) Given the reactants C([O:8][C:9]1[CH:31]=[CH:30][C:12]([CH2:13][N:14]2[CH:18]([C:19]3[C:24]([O:25][CH3:26])=[CH:23][CH:22]=[CH:21][C:20]=3[O:27][CH3:28])[CH2:17][CH2:16][C:15]2=[O:29])=[CH:11][CH:10]=1)C1C=CC=CC=1, predict the reaction product. The product is: [CH3:28][O:27][C:20]1[CH:21]=[CH:22][CH:23]=[C:24]([O:25][CH3:26])[C:19]=1[CH:18]1[N:14]([CH2:13][C:12]2[CH:11]=[CH:10][C:9]([OH:8])=[CH:31][CH:30]=2)[C:15](=[O:29])[CH2:16][CH2:17]1. (4) Given the reactants [CH3:1][O:2][C@@H:3]([C@@H:12]([N:17]([CH3:25])[C:18](=[O:24])[C@H:19]([CH:21]([CH3:23])[CH3:22])[NH2:20])[C@@H:13]([CH3:16])[CH2:14][CH3:15])[CH2:4][C:5]([O:7][C:8]([CH3:11])([CH3:10])[CH3:9])=[O:6].[CH3:26][N:27]1[CH2:34][CH2:33][CH2:32][C@:28]1([CH3:35])[C:29](O)=[O:30].CN(C(ON1N=NC2C=CC=NC1=2)=[N+](C)C)C.F[P-](F)(F)(F)(F)F.C(N(C(C)C)CC)(C)C, predict the reaction product. The product is: [CH3:26][N:27]1[CH2:34][CH2:33][CH2:32][C@:28]1([CH3:35])[C:29]([NH:20][C@H:19]([C:18]([N:17]([C@@H:12]([C@@H:13]([CH3:16])[CH2:14][CH3:15])[C@H:3]([O:2][CH3:1])[CH2:4][C:5]([O:7][C:8]([CH3:11])([CH3:9])[CH3:10])=[O:6])[CH3:25])=[O:24])[CH:21]([CH3:23])[CH3:22])=[O:30].